From a dataset of Reaction yield outcomes from USPTO patents with 853,638 reactions. Predict the reaction yield, written as a fraction of the theoretical maximum amount of product (1.0 means a 100% yield; for example, 0.34 means a 34% yield). (1) The reactants are [CH2:1]([N:4]1[C:12](=[O:13])[C:11]2[N:10]([CH2:14][O:15][CH2:16][CH2:17][Si:18]([CH3:21])([CH3:20])[CH3:19])[C:9]([C:22]3[CH:23]=[N:24][NH:25][CH:26]=3)=[N:8][C:7]=2[N:6]=[CH:5]1)[CH2:2][CH3:3].Br[CH2:28][C:29]1[CH:30]=[N:31][CH:32]=[CH:33][CH:34]=1.C([O-])([O-])=O.[K+].[K+]. The catalyst is CN(C=O)C. The product is [CH2:1]([N:4]1[C:12](=[O:13])[C:11]2[N:10]([CH2:14][O:15][CH2:16][CH2:17][Si:18]([CH3:20])([CH3:21])[CH3:19])[C:9]([C:22]3[CH:23]=[N:24][N:25]([CH2:28][C:29]4[CH:30]=[N:31][CH:32]=[CH:33][CH:34]=4)[CH:26]=3)=[N:8][C:7]=2[N:6]=[CH:5]1)[CH2:2][CH3:3]. The yield is 0.0600. (2) The reactants are [CH3:1][O:2][C:3]1[CH:8]=[CH:7][C:6]([C:9]([C:34]2[CH:39]=[CH:38][C:37]([O:40][CH3:41])=[CH:36][CH:35]=2)([C:28]2[CH:33]=[CH:32][CH:31]=[CH:30][CH:29]=2)[O:10][C@@H:11]2[C@@H:15](OS(C)(=O)=O)[CH2:14][N:13]([C:21]([O:23][C:24]([CH3:27])([CH3:26])[CH3:25])=[O:22])[CH2:12]2)=[CH:5][CH:4]=1.[N-:42]=[N+:43]=[N-:44].[Na+].O. The catalyst is CS(C)=O. The product is [N:42]([C@H:15]1[C@@H:11]([O:10][C:9]([C:6]2[CH:5]=[CH:4][C:3]([O:2][CH3:1])=[CH:8][CH:7]=2)([C:34]2[CH:39]=[CH:38][C:37]([O:40][CH3:41])=[CH:36][CH:35]=2)[C:28]2[CH:29]=[CH:30][CH:31]=[CH:32][CH:33]=2)[CH2:12][N:13]([C:21]([O:23][C:24]([CH3:27])([CH3:26])[CH3:25])=[O:22])[CH2:14]1)=[N+:43]=[N-:44]. The yield is 0.930. (3) The reactants are [C:1]([O:5][C:6]([N:8]1[CH2:21][CH2:20][C:11]2[C:12]3[C:17](Cl)=[N:16][CH:15]=[N:14][C:13]=3[S:19][C:10]=2[CH2:9]1)=[O:7])([CH3:4])([CH3:3])[CH3:2].[F:22][C:23]1[CH:29]=[CH:28][C:26]([NH2:27])=[C:25]([O:30][CH:31]2[CH2:36][CH2:35][O:34][CH2:33][CH2:32]2)[CH:24]=1.C1(C)C=CC(S(O)(=O)=O)=CC=1. The catalyst is O1CCOCC1.CCOC(C)=O. The product is [C:1]([O:5][C:6]([N:8]1[CH2:21][CH2:20][C:11]2[C:12]3[C:17]([NH:27][C:26]4[CH:28]=[CH:29][C:23]([F:22])=[CH:24][C:25]=4[O:30][CH:31]4[CH2:36][CH2:35][O:34][CH2:33][CH2:32]4)=[N:16][CH:15]=[N:14][C:13]=3[S:19][C:10]=2[CH2:9]1)=[O:7])([CH3:4])([CH3:3])[CH3:2]. The yield is 0.200. (4) The yield is 1.00. The product is [CH2:15]([O:14][C:13]1[C:9]([O:8][CH2:1][C:2]2[CH:7]=[CH:6][CH:5]=[CH:4][CH:3]=2)=[CH:10][N:11]([C:27]2[CH:32]=[CH:31][C:30]([O:33][CH3:34])=[CH:29][CH:28]=2)[C:12]=1[C:22]([N:23]([CH3:24])[CH3:25])=[O:26])[C:16]1[CH:21]=[CH:20][CH:19]=[CH:18][CH:17]=1. The catalyst is C(O)(=O)C. The reactants are [CH2:1]([O:8][C:9]1[C:13]([O:14][CH2:15][C:16]2[CH:21]=[CH:20][CH:19]=[CH:18][CH:17]=2)=[C:12]([C:22](=[O:26])[N:23]([CH3:25])[CH3:24])[N:11]([C:27]2[CH:32]=[CH:31][C:30]([O:33][CH3:34])=[CH:29][CH:28]=2)[C:10]=1C([O-])=O)[C:2]1[CH:7]=[CH:6][CH:5]=[CH:4][CH:3]=1.C([NH+](CC)CC)C.